Dataset: Reaction yield outcomes from USPTO patents with 853,638 reactions. Task: Predict the reaction yield, written as a fraction of the theoretical maximum amount of product (1.0 means a 100% yield; for example, 0.34 means a 34% yield). (1) The reactants are [CH:1]1([N:7]([CH:18]2[CH2:23][CH2:22][CH2:21][CH2:20][CH2:19]2)[C:8]([NH:10][C:11]2[S:12][C:13](C=O)=[CH:14][N:15]=2)=[O:9])[CH2:6][CH2:5][CH2:4][CH2:3][CH2:2]1.[C:24]([CH:29]=P(C1C=CC=CC=1)(C1C=CC=CC=1)C1C=CC=CC=1)([O:26][CH2:27][CH3:28])=[O:25].[CH2:49]1COCC1. No catalyst specified. The product is [CH2:27]([O:26][C:24](=[O:25])[CH:29]=[CH:49][C:13]1[S:12][C:11]([NH:10][C:8]([N:7]([CH:18]2[CH2:19][CH2:20][CH2:21][CH2:22][CH2:23]2)[CH:1]2[CH2:2][CH2:3][CH2:4][CH2:5][CH2:6]2)=[O:9])=[N:15][CH:14]=1)[CH3:28]. The yield is 0.690. (2) The reactants are [CH2:1]([S:3]([N:6]1[CH2:11][CH2:10][CH:9]([C:12]2[C:20]3[C:15](=[C:16]([C:29]([NH2:31])=[O:30])[CH:17]=[C:18]([C:21]4[CH:26]=[CH:25][CH:24]=[C:23]([CH:27]=O)[CH:22]=4)[CH:19]=3)[NH:14][CH:13]=2)[CH2:8][CH2:7]1)(=[O:5])=[O:4])[CH3:2].[N:32]1([C:38]2([CH2:44][NH2:45])[CH2:43][CH2:42][CH2:41][CH2:40][CH2:39]2)[CH2:37][CH2:36][CH2:35][CH2:34][CH2:33]1.[BH-](OC(C)=O)(OC(C)=O)OC(C)=O.[Na+]. No catalyst specified. The product is [CH2:1]([S:3]([N:6]1[CH2:7][CH2:8][CH:9]([C:12]2[C:20]3[C:15](=[C:16]([C:29]([NH2:31])=[O:30])[CH:17]=[C:18]([C:21]4[CH:26]=[CH:25][CH:24]=[C:23]([CH2:27][NH:45][CH2:44][C:38]5([N:32]6[CH2:37][CH2:36][CH2:35][CH2:34][CH2:33]6)[CH2:39][CH2:40][CH2:41][CH2:42][CH2:43]5)[CH:22]=4)[CH:19]=3)[NH:14][CH:13]=2)[CH2:10][CH2:11]1)(=[O:5])=[O:4])[CH3:2]. The yield is 0.270. (3) The reactants are [O:1]1[CH:5]=[CH:4][C:3]([CH2:6][O:7][C:8]2[CH:15]=[CH:14][C:11]([CH:12]=O)=[CH:10][CH:9]=2)=[CH:2]1.[C:16]12([NH2:26])[CH2:25][CH:20]3[CH2:21][CH:22]([CH2:24][CH:18]([CH2:19]3)[CH2:17]1)[CH2:23]2. No catalyst specified. The product is [C:16]12([NH:26][CH2:12][C:11]3[CH:14]=[CH:15][C:8]([O:7][CH2:6][C:3]4[CH:4]=[CH:5][O:1][CH:2]=4)=[CH:9][CH:10]=3)[CH2:23][CH:22]3[CH2:21][CH:20]([CH2:19][CH:18]([CH2:24]3)[CH2:17]1)[CH2:25]2. The yield is 0.690. (4) The reactants are Br[C:2]1[CH:3]=[C:4]([C:8]2[N:9]=[C:10]([CH:20]([CH3:22])[CH3:21])[NH:11][C:12]=2[C:13]2[CH:18]=[CH:17][CH:16]=[C:15]([CH3:19])[N:14]=2)[CH:5]=[CH:6][CH:7]=1.[F:23][C:24]([F:36])([F:35])[O:25][C:26]1[CH:31]=[CH:30][C:29](B(O)O)=[CH:28][CH:27]=1. No catalyst specified. The product is [CH:20]([C:10]1[NH:11][C:12]([C:13]2[CH:18]=[CH:17][CH:16]=[C:15]([CH3:19])[N:14]=2)=[C:8]([C:4]2[CH:3]=[C:2]([C:29]3[CH:28]=[CH:27][C:26]([O:25][C:24]([F:23])([F:35])[F:36])=[CH:31][CH:30]=3)[CH:7]=[CH:6][CH:5]=2)[N:9]=1)([CH3:22])[CH3:21]. The yield is 0.690.